Dataset: Reaction yield outcomes from USPTO patents with 853,638 reactions. Task: Predict the reaction yield, written as a fraction of the theoretical maximum amount of product (1.0 means a 100% yield; for example, 0.34 means a 34% yield). (1) The reactants are [S:1]1[C:5]2[NH:6][C:7]([C:9]([OH:11])=O)=[CH:8][C:4]=2[CH:3]=[CH:2]1.[CH2:12]1[NH:17][CH2:16][CH2:15][N:14]2[CH2:18][CH2:19][CH2:20][CH:13]12. No catalyst specified. The product is [CH2:12]1[N:17]([C:9]([C:7]2[NH:6][C:5]3[S:1][CH:2]=[CH:3][C:4]=3[CH:8]=2)=[O:11])[CH2:16][CH2:15][N:14]2[CH2:18][CH2:19][CH2:20][CH:13]12. The yield is 0.350. (2) The reactants are [N:1]1[C:10]2[C:5](=[CH:6][CH:7]=[CH:8][CH:9]=2)[CH:4]=[CH:3][C:2]=1[N:11]1[CH2:16][CH2:15][CH:14]([O:17][C:18]2[C:19]([N:24]3[CH2:29][CH2:28][CH:27]([OH:30])[CH2:26][CH2:25]3)=[N:20][CH:21]=[CH:22][N:23]=2)[CH2:13][CH2:12]1.CC(OI1(OC(C)=O)(OC(C)=O)OC(=O)C2C=CC=CC1=2)=O. The catalyst is C(Cl)Cl. The product is [N:1]1[C:10]2[C:5](=[CH:6][CH:7]=[CH:8][CH:9]=2)[CH:4]=[CH:3][C:2]=1[N:11]1[CH2:12][CH2:13][CH:14]([O:17][C:18]2[C:19]([N:24]3[CH2:29][CH2:28][C:27](=[O:30])[CH2:26][CH2:25]3)=[N:20][CH:21]=[CH:22][N:23]=2)[CH2:15][CH2:16]1. The yield is 0.830. (3) The reactants are [NH2:1][C:2]1[N:3]=[CH:4][C:5]2[CH2:6][C:7](=[O:21])[NH:8][C:9]3[CH:16]=[C:15]([C:17]([F:20])([F:19])[F:18])[CH:14]=[CH:13][C:10]=3[C:11]=2[N:12]=1.Br[C:23]1[C:24]([C:30]([F:33])([F:32])[F:31])=[N:25][CH:26]=[C:27]([Cl:29])[CH:28]=1.CC(C1C=C(C(C)C)C(C2C=CC=CC=2P(C2CCCCC2)C2CCCCC2)=C(C(C)C)C=1)C.CC([O-])(C)C.[K+]. The catalyst is C1C=CC(/C=C/C(/C=C/C2C=CC=CC=2)=O)=CC=1.C1C=CC(/C=C/C(/C=C/C2C=CC=CC=2)=O)=CC=1.C1C=CC(/C=C/C(/C=C/C2C=CC=CC=2)=O)=CC=1.[Pd].[Pd].C1COCC1.C(O)(C)(C)C. The product is [Cl:29][C:27]1[CH:28]=[C:23]([NH:1][C:2]2[N:3]=[CH:4][C:5]3[CH2:6][C:7](=[O:21])[NH:8][C:9]4[CH:16]=[C:15]([C:17]([F:20])([F:19])[F:18])[CH:14]=[CH:13][C:10]=4[C:11]=3[N:12]=2)[C:24]([C:30]([F:33])([F:31])[F:32])=[N:25][CH:26]=1. The yield is 0.120. (4) The reactants are Cl[C:2]([F:7])([F:6])C([O-])=O.[Na+].Br.[CH3:10][C:11]1[CH:15]=[C:14]([C:16]2[CH:17]=[CH:18][C:19]3[N:20]([C:22]([CH2:25][O:26][C:27]4[C:36]5[C:31](=[CH:32][C:33]([OH:37])=[CH:34][CH:35]=5)[N:30]=[CH:29][CH:28]=4)=[N:23][N:24]=3)[CH:21]=2)[O:13][N:12]=1.C(=O)([O-])[O-].[Cs+].[Cs+].CN(C=O)C. The catalyst is C(O)=O. The product is [F:7][CH:2]([F:6])[O:37][C:33]1[CH:32]=[C:31]2[C:36]([C:27]([O:26][CH2:25][C:22]3[N:20]4[CH:21]=[C:16]([C:14]5[O:13][N:12]=[C:11]([CH3:10])[CH:15]=5)[CH:17]=[CH:18][C:19]4=[N:24][N:23]=3)=[CH:28][CH:29]=[N:30]2)=[CH:35][CH:34]=1. The yield is 0.130. (5) The reactants are [OH:1][CH2:2][CH2:3][CH2:4][C:5]1[C:6]([CH:18]([CH3:20])[CH3:19])=[N:7][N:8]([C:10]2[N:15]=[CH:14][C:13]([C:16]#[N:17])=[CH:12][N:11]=2)[CH:9]=1.O[C:22]1[C:27]([O:28][CH3:29])=[CH:26][CH:25]=[CH:24][C:23]=1[CH2:30][C:31]([O:33]C)=[O:32].C(P(CCCC)CCCC)CCC.N(C(N1CCCCC1)=O)=NC(N1CCCCC1)=O. The catalyst is O1CCCC1. The product is [C:16]([C:13]1[CH:12]=[N:11][C:10]([N:8]2[CH:9]=[C:5]([CH2:4][CH2:3][CH2:2][O:1][C:22]3[C:27]([O:28][CH3:29])=[CH:26][CH:25]=[CH:24][C:23]=3[CH2:30][C:31]([OH:33])=[O:32])[C:6]([CH:18]([CH3:20])[CH3:19])=[N:7]2)=[N:15][CH:14]=1)#[N:17]. The yield is 0.280.